Dataset: hERG potassium channel inhibition data for cardiac toxicity prediction from Karim et al.. Task: Regression/Classification. Given a drug SMILES string, predict its toxicity properties. Task type varies by dataset: regression for continuous values (e.g., LD50, hERG inhibition percentage) or binary classification for toxic/non-toxic outcomes (e.g., AMES mutagenicity, cardiotoxicity, hepatotoxicity). Dataset: herg_karim. (1) The molecule is Cc1ccc2c(N3CCN(CCc4c(C)ccc5c4ccc(=O)n5C)[C@H](C)C3)cccc2n1. The result is 1 (blocker). (2) The result is 1 (blocker). The compound is O=C(NC1CCN(Cc2ccn(-c3ccc(C(F)(F)F)cc3)c2)CC1)N1CCCC1c1ccc(F)cc1. (3) The result is 0 (non-blocker). The molecule is CC(N1CCOCC1)C(O)(c1cccnc1)c1cccnc1.